From a dataset of Catalyst prediction with 721,799 reactions and 888 catalyst types from USPTO. Predict which catalyst facilitates the given reaction. Reactant: [N+:1]([C:4]1[CH:24]=[CH:23][C:7]2[S:8][C:9]([C:19]([O:21]C)=O)=[C:10](OS(C(F)(F)F)(=O)=O)[C:6]=2[CH:5]=1)([O-:3])=[O:2].[NH2:25][CH2:26][CH2:27][SH:28].C1CCN2C(=NCCC2)CC1. Product: [N+:1]([C:4]1[CH:24]=[CH:23][C:7]2[S:8][C:9]3[C:19](=[O:21])[NH:25][CH2:26][CH2:27][S:28][C:10]=3[C:6]=2[CH:5]=1)([O-:3])=[O:2]. The catalyst class is: 861.